From a dataset of TCR-epitope binding with 47,182 pairs between 192 epitopes and 23,139 TCRs. Binary Classification. Given a T-cell receptor sequence (or CDR3 region) and an epitope sequence, predict whether binding occurs between them. The epitope is EPLPQGQLTAY. The TCR CDR3 sequence is CAPQDLDTGELFF. Result: 0 (the TCR does not bind to the epitope).